Dataset: Forward reaction prediction with 1.9M reactions from USPTO patents (1976-2016). Task: Predict the product of the given reaction. Given the reactants [Br:1][C:2]1[CH:10]=[CH:9][C:5]([C:6](O)=[O:7])=[CH:4][C:3]=1[Cl:11].S(Cl)(Cl)=O.[NH3:16].CCCCCCC, predict the reaction product. The product is: [Br:1][C:2]1[CH:10]=[CH:9][C:5]([C:6]([NH2:16])=[O:7])=[CH:4][C:3]=1[Cl:11].